From a dataset of Full USPTO retrosynthesis dataset with 1.9M reactions from patents (1976-2016). Predict the reactants needed to synthesize the given product. (1) Given the product [OH:26][C:23]([CH3:25])([CH3:24])[CH2:22][C@@:13]1([C:16]2[CH:21]=[CH:20][CH:19]=[CH:18][CH:17]=2)[O:12][C:11](=[O:27])[N:10]([C@H:8]([C:5]2[CH:6]=[CH:7][C:2]([C:29]3[CH:34]=[CH:33][N:32]=[C:31]([CH3:35])[N:30]=3)=[CH:3][CH:4]=2)[CH3:9])[CH2:15][CH2:14]1, predict the reactants needed to synthesize it. The reactants are: Br[C:2]1[CH:7]=[CH:6][C:5]([C@@H:8]([N:10]2[CH2:15][CH2:14][C@:13]([CH2:22][C:23]([OH:26])([CH3:25])[CH3:24])([C:16]3[CH:21]=[CH:20][CH:19]=[CH:18][CH:17]=3)[O:12][C:11]2=[O:27])[CH3:9])=[CH:4][CH:3]=1.Cl[C:29]1[CH:34]=[CH:33][N:32]=[C:31]([CH3:35])[N:30]=1. (2) The reactants are: [CH:1]1([CH2:4][N:5]2[C:10](=[O:11])[C:9]([CH2:12][N:13]3C(=O)C4=CC=CC=C4C3=O)=[CH:8][C:7]([C:24]3[CH:29]=[CH:28][C:27]([O:30][CH3:31])=[C:26]([F:32])[CH:25]=3)=[N:6]2)[CH2:3][CH2:2]1.O.NN. Given the product [NH2:13][CH2:12][C:9]1[C:10](=[O:11])[N:5]([CH2:4][CH:1]2[CH2:3][CH2:2]2)[N:6]=[C:7]([C:24]2[CH:29]=[CH:28][C:27]([O:30][CH3:31])=[C:26]([F:32])[CH:25]=2)[CH:8]=1, predict the reactants needed to synthesize it. (3) Given the product [Br:1][C:2]1[CH:7]=[C:6]([C:8]([C:17]2[CH:18]=[CH:19][CH:20]=[C:21]([F:22])[C:16]=2[C:14]#[N:15])=[O:12])[CH:5]=[CH:4][N:3]=1, predict the reactants needed to synthesize it. The reactants are: [Br:1][C:2]1[CH:7]=[C:6]([C:8](=[O:12])SCC)[CH:5]=[CH:4][N:3]=1.[I-].[C:14]([C:16]1[C:21]([F:22])=[CH:20][CH:19]=[CH:18][C:17]=1[Zn+])#[N:15]. (4) Given the product [Br:1][C:2]1[C:8]([Br:9])=[C:7]([O:10][CH3:11])[C:6]([Br:12])=[CH:5][C:3]=1[NH:4][C:19]([NH:18][C:16](=[O:17])[O:15][CH2:13][CH3:14])=[S:20], predict the reactants needed to synthesize it. The reactants are: [Br:1][C:2]1[C:8]([Br:9])=[C:7]([O:10][CH3:11])[C:6]([Br:12])=[CH:5][C:3]=1[NH2:4].[CH2:13]([O:15][C:16]([N:18]=[C:19]=[S:20])=[O:17])[CH3:14]. (5) Given the product [CH2:17]([CH:18]1[CH2:19][CH:20]([CH2:21][CH2:22][CH2:23][CH2:24][CH2:25][CH2:26][CH2:27][CH2:28]/[CH:29]=[CH:30]\[CH2:31]/[CH:32]=[CH:33]\[CH2:34][CH2:35][CH2:36][CH2:37][CH3:38])[O:39][CH:44]([CH2:45][CH2:46][N:65]([CH3:66])[CH3:64])[O:40]1)[CH2:16][CH2:15][CH2:14][CH2:13][CH2:12][CH2:11]/[CH:10]=[CH:9]\[CH2:8]/[CH:7]=[CH:6]\[CH2:5][CH2:4][CH2:3][CH2:2][CH3:1], predict the reactants needed to synthesize it. The reactants are: [CH3:1][CH2:2][CH2:3][CH2:4][CH2:5]/[CH:6]=[CH:7]\[CH2:8]/[CH:9]=[CH:10]\[CH2:11][CH2:12][CH2:13][CH2:14][CH2:15][CH2:16][CH2:17][CH:18]([OH:40])[CH2:19][CH:20]([OH:39])[CH2:21][CH2:22][CH2:23][CH2:24][CH2:25][CH2:26][CH2:27][CH2:28]/[CH:29]=[CH:30]\[CH2:31]/[CH:32]=[CH:33]\[CH2:34][CH2:35][CH2:36][CH2:37][CH3:38].C(O[CH:44](OCC)[CH2:45][CH2:46]Cl)C.CC1C=CC(S([O-])(=O)=O)=CC=1.C1C=[CH:66][NH+:65]=[CH:64]C=1.C([O-])(O)=O.[Na+]. (6) Given the product [CH:1]1([N:5]2[C:9]3[N:10]=[C:11]([OH:14])[N:12]=[CH:13][C:8]=3[CH:7]=[CH:6]2)[CH2:2][CH2:3][CH2:4]1, predict the reactants needed to synthesize it. The reactants are: [CH:1]1([N:5]2[C:9]3[N:10]=[C:11]([O:14]C)[N:12]=[CH:13][C:8]=3[CH:7]=[CH:6]2)[CH2:4][CH2:3][CH2:2]1.[NH4+].[OH-].